This data is from CYP2C19 inhibition data for predicting drug metabolism from PubChem BioAssay. The task is: Regression/Classification. Given a drug SMILES string, predict its absorption, distribution, metabolism, or excretion properties. Task type varies by dataset: regression for continuous measurements (e.g., permeability, clearance, half-life) or binary classification for categorical outcomes (e.g., BBB penetration, CYP inhibition). Dataset: cyp2c19_veith. The drug is Cc1ccc(-n2c(=O)[nH]cc(C(=O)N3CCc4ccccc43)c2=O)cc1. The result is 0 (non-inhibitor).